From a dataset of Full USPTO retrosynthesis dataset with 1.9M reactions from patents (1976-2016). Predict the reactants needed to synthesize the given product. Given the product [C:17]([O:21][C:22]([NH:24][CH2:25][C:26]1[CH:27]=[CH:28][C:29]([CH:32]([OH:38])[CH2:33][C:34]([CH3:37])([CH3:36])[CH3:35])=[N:30][CH:31]=1)=[O:23])([CH3:20])([CH3:19])[CH3:18], predict the reactants needed to synthesize it. The reactants are: NCC1C=CC(C(=O)CC(C)(C)C)=NC=1.Cl.[C:17]([O:21][C:22]([NH:24][CH2:25][C:26]1[CH:27]=[CH:28][C:29]([C:32](=[O:38])[CH2:33][C:34]([CH3:37])([CH3:36])[CH3:35])=[N:30][CH:31]=1)=[O:23])([CH3:20])([CH3:19])[CH3:18].